From a dataset of Forward reaction prediction with 1.9M reactions from USPTO patents (1976-2016). Predict the product of the given reaction. (1) Given the reactants [NH2:1][C:2]1[C:3]([NH:11][C@@H:12]2[CH2:17][O:16][C@@H:15]([CH2:18][OH:19])[CH2:14][CH2:13]2)=[C:4]2[S:10][CH:9]=[CH:8][C:5]2=[N:6][CH:7]=1.[CH3:20][CH2:21][CH3:22], predict the reaction product. The product is: [CH2:21]([C:22]1[N:11]([C@@H:12]2[CH2:17][O:16][C@@H:15]([CH2:18][OH:19])[CH2:14][CH2:13]2)[C:3]2=[C:4]3[S:10][CH:9]=[CH:8][C:5]3=[N:6][CH:7]=[C:2]2[N:1]=1)[CH3:20]. (2) Given the reactants [CH2:1]([O:3][C:4](=[O:31])[C:5]([O:23][C:24]1[CH:29]=[CH:28][CH:27]=[C:26]([F:30])[CH:25]=1)([CH3:22])[CH:6]([C:8]1[CH:13]=[CH:12][C:11]([O:14][CH2:15][C:16]2[CH:21]=[CH:20][CH:19]=[CH:18][CH:17]=2)=[CH:10][CH:9]=1)O)[CH3:2].B(F)(F)F.CCOCC.C([SiH](CC)CC)C.C([O-])([O-])=O.[Na+].[Na+], predict the reaction product. The product is: [CH2:1]([O:3][C:4](=[O:31])[C:5]([O:23][C:24]1[CH:29]=[CH:28][CH:27]=[C:26]([F:30])[CH:25]=1)([CH3:22])[CH2:6][C:8]1[CH:9]=[CH:10][C:11]([O:14][CH2:15][C:16]2[CH:21]=[CH:20][CH:19]=[CH:18][CH:17]=2)=[CH:12][CH:13]=1)[CH3:2].